Dataset: Catalyst prediction with 721,799 reactions and 888 catalyst types from USPTO. Task: Predict which catalyst facilitates the given reaction. (1) Reactant: [Br:1][C:2]1[CH:7]=[CH:6][C:5](F)=[C:4]([N+:9]([O-:11])=[O:10])[CH:3]=1.Cl.[F:13][C:14]1([F:19])[CH2:18][CH2:17][NH:16][CH2:15]1.C([O-])([O-])=O.[K+].[K+]. Product: [Br:1][C:2]1[CH:7]=[CH:6][C:5]([N:16]2[CH2:17][CH2:18][C:14]([F:19])([F:13])[CH2:15]2)=[C:4]([N+:9]([O-:11])=[O:10])[CH:3]=1. The catalyst class is: 197. (2) Reactant: Br[C:2]1[CH:14]=[CH:13][C:5]2[S:6][C:7]([C:9]([O:11][CH3:12])=[O:10])=[CH:8][C:4]=2[CH:3]=1.C([Sn](CCCC)(CCCC)[C:20]1[CH:25]=[CH:24][CH:23]=[CH:22][N:21]=1)CCC.C1(C)C=CC=CC=1.C(OCC)(=O)C. Product: [N:21]1[CH:22]=[CH:23][CH:24]=[CH:25][C:20]=1[C:2]1[CH:14]=[CH:13][C:5]2[S:6][C:7]([C:9]([O:11][CH3:12])=[O:10])=[CH:8][C:4]=2[CH:3]=1. The catalyst class is: 103. (3) Reactant: [Cl:1][C:2]1[CH:18]=[CH:17][C:5]([C:6]([NH:8][C:9]2([C:12]([O:14]CC)=[O:13])[CH2:11][CH2:10]2)=[O:7])=[CH:4][CH:3]=1.[OH-].[Li+]. Product: [Cl:1][C:2]1[CH:3]=[CH:4][C:5]([C:6]([NH:8][C:9]2([C:12]([OH:14])=[O:13])[CH2:10][CH2:11]2)=[O:7])=[CH:17][CH:18]=1. The catalyst class is: 38. (4) Reactant: [Cl:1][C:2]1[C:10]2[CH:9]=[C:8]([C:11](=[O:13])[CH3:12])[S:7][C:6]=2[CH:5]=[CH:4][CH:3]=1.[Br-:14].[Br-].[Br-].C1([N+](C)(C)C)C=CC=CC=1.C1([N+](C)(C)C)C=CC=CC=1.C1([N+](C)(C)C)C=CC=CC=1. Product: [Br:14][CH2:12][C:11]([C:8]1[S:7][C:6]2[CH:5]=[CH:4][CH:3]=[C:2]([Cl:1])[C:10]=2[CH:9]=1)=[O:13]. The catalyst class is: 7. (5) Reactant: [Si]([O:8][CH:9]1[CH2:14][CH2:13][N:12]([C:15]2[CH:20]=[CH:19][CH:18]=[C:17]([N:21]3[CH:25]=[CH:24][N:23]=[N:22]3)[CH:16]=2)[CH2:11][CH2:10]1)(C(C)(C)C)(C)C.Cl. Product: [N:21]1([C:17]2[CH:16]=[C:15]([N:12]3[CH2:11][CH2:10][CH:9]([OH:8])[CH2:14][CH2:13]3)[CH:20]=[CH:19][CH:18]=2)[CH:25]=[CH:24][N:23]=[N:22]1. The catalyst class is: 8. (6) Reactant: [Cl:1][C:2]1[CH:7]=[CH:6][C:5]([CH3:8])=[CH:4][C:3]=1[O:9][CH3:10].[Br:11]N1C(=O)CCC1=O.C(OOC(=O)C1C=CC=CC=1)(=O)C1C=CC=CC=1. Product: [Cl:1][C:2]1[CH:7]=[CH:6][C:5]([CH2:8][Br:11])=[CH:4][C:3]=1[O:9][CH3:10]. The catalyst class is: 53. (7) Reactant: [CH:1]1([CH:7]([NH:19][C:20]2[N:25]=[CH:24][C:23]([C:26]([O:28]C)=[O:27])=[CH:22][CH:21]=2)[C:8]2[O:9][C:10]3[CH:17]=[CH:16][C:15]([F:18])=[CH:14][C:11]=3[C:12]=2[CH3:13])[CH2:6][CH2:5][CH2:4][CH2:3][CH2:2]1.C(O)C.[OH-].[Na+]. Product: [CH:1]1([CH:7]([NH:19][C:20]2[N:25]=[CH:24][C:23]([C:26]([OH:28])=[O:27])=[CH:22][CH:21]=2)[C:8]2[O:9][C:10]3[CH:17]=[CH:16][C:15]([F:18])=[CH:14][C:11]=3[C:12]=2[CH3:13])[CH2:6][CH2:5][CH2:4][CH2:3][CH2:2]1. The catalyst class is: 7.